The task is: Predict the product of the given reaction.. This data is from Forward reaction prediction with 1.9M reactions from USPTO patents (1976-2016). (1) Given the reactants [CH2:1]([O:3][C:4]([C:6]1[S:7][CH:8]=[C:9]([C:11]([OH:13])=O)[N:10]=1)=[O:5])[CH3:2].CN(C(ON1N=NC2C=CC=NC1=2)=[N+](C)C)C.F[P-](F)(F)(F)(F)F.CCN(C(C)C)C(C)C.[F:47][CH:48]1[CH2:53][CH2:52][NH:51][CH2:50][CH2:49]1, predict the reaction product. The product is: [F:47][CH:48]1[CH2:53][CH2:52][N:51]([C:11]([C:9]2[N:10]=[C:6]([C:4]([O:3][CH2:1][CH3:2])=[O:5])[S:7][CH:8]=2)=[O:13])[CH2:50][CH2:49]1. (2) Given the reactants [C:1]([O:5][C:6]([NH:8][CH:9]1[C:27](=[O:28])[N:26]2[CH:22]([CH2:23][CH:24]([O:29][C:30]3[C:39]4[C:34](=[CH:35][CH:36]=[CH:37][CH:38]=4)[CH:33]=[CH:32][N:31]=3)[CH2:25]2)[C:21](=[O:40])[NH:20][C:19]2([C:41](O)=[O:42])[CH:17]([CH2:18]2)[CH:16]=[CH:15][CH2:14][CH2:13][CH2:12][CH2:11][CH2:10]1)=[O:7])([CH3:4])([CH3:3])[CH3:2].[CH:44]1([S:48]([NH2:51])(=[O:50])=[O:49])[CH2:47][CH2:46][CH2:45]1, predict the reaction product. The product is: [C:1]([O:5][C:6](=[O:7])[NH:8][CH:9]1[C:27](=[O:28])[N:26]2[CH:22]([CH2:23][CH:24]([O:29][C:30]3[C:39]4[C:34](=[CH:35][CH:36]=[CH:37][CH:38]=4)[CH:33]=[CH:32][N:31]=3)[CH2:25]2)[C:21](=[O:40])[NH:20][C:19]2([C:41]([NH:51][S:48]([C:44]3([CH3:45])[CH2:46][CH2:47]3)(=[O:50])=[O:49])=[O:42])[CH:17]([CH2:18]2)[CH:16]=[CH:15][CH2:14][CH2:13][CH2:12][CH2:11][CH2:10]1)([CH3:4])([CH3:3])[CH3:2]. (3) Given the reactants [CH3:1][S:2]([NH:5][CH2:6][C:7]1[C:15]2[S:14](=[O:17])(=[O:16])[N:13]=[C:12]([CH2:18][C:19]([OH:21])=O)[NH:11][C:10]=2[S:9][CH:8]=1)(=[O:4])=[O:3].F[P-](F)(F)(F)(F)F.N1([O:38][C:39](N(C)C)=[N+](C)C)C2N=CC=CC=2N=N1.CN1CCOCC1.C(OC(=O)[C:57]([CH2:64][NH:65][CH:66]1[CH2:68][CH2:67]1)([CH3:63])[CH2:58][CH2:59][CH:60]([CH3:62])[CH3:61])C.[O-]CC.[Na+].C(O)C, predict the reaction product. The product is: [CH:66]1([N:65]2[CH2:64][C:57]([CH3:63])([CH2:58][CH2:59][CH:60]([CH3:61])[CH3:62])[C:19]([OH:21])=[C:18]([C:12]3[NH:11][C:10]4[S:9][CH:8]=[C:7]([CH2:6][NH:5][S:2]([CH3:1])(=[O:3])=[O:4])[C:15]=4[S:14](=[O:16])(=[O:17])[N:13]=3)[C:39]2=[O:38])[CH2:67][CH2:68]1.